From a dataset of Full USPTO retrosynthesis dataset with 1.9M reactions from patents (1976-2016). Predict the reactants needed to synthesize the given product. Given the product [Br:8][C:3]1[C:4]([CH3:7])=[N:5][O:6][C:2]=1[NH:1][S:18]([C:17]1[CH:16]=[CH:15][S:14][C:13]=1[C:9]([O:11][CH3:12])=[O:10])(=[O:19])=[O:20], predict the reactants needed to synthesize it. The reactants are: [NH2:1][C:2]1[O:6][N:5]=[C:4]([CH3:7])[C:3]=1[Br:8].[C:9]([C:13]1[S:14][CH:15]=[CH:16][C:17]=1[S:18](Cl)(=[O:20])=[O:19])([O:11][CH3:12])=[O:10].